From a dataset of Forward reaction prediction with 1.9M reactions from USPTO patents (1976-2016). Predict the product of the given reaction. (1) Given the reactants [NH:1]1[C:9]2[C:4](=[CH:5][C:6]([CH:10]([C:12]3[CH:17]=[CH:16][CH:15]=[CH:14][CH:13]=3)[OH:11])=[CH:7][CH:8]=2)[CH:3]=[N:2]1.C(N=[N+]=[N-])C.[C:23](OC(=O)C)(=[O:25])[CH3:24], predict the reaction product. The product is: [C:23]([O:11][CH:10]([C:6]1[CH:5]=[C:4]2[C:9](=[CH:8][CH:7]=1)[NH:1][N:2]=[CH:3]2)[C:12]1[CH:13]=[CH:14][CH:15]=[CH:16][CH:17]=1)(=[O:25])[CH3:24]. (2) The product is: [Br:1][C:2]1[CH:7]=[CH:6][C:5]([NH2:17])=[N:4][C:3]=1[Cl:12]. Given the reactants [Br:1][C:2]1[C:3]([Cl:12])=[N:4][C:5](C(F)(F)F)=[CH:6][CH:7]=1.C1C(=O)[N:17](Br)C(=O)C1.N, predict the reaction product. (3) The product is: [N:29]1[CH:28]=[CH:27][CH:26]=[N:25][C:24]=1[N:21]1[CH2:20][CH2:19][N:18]([C:15]2[N:16]=[CH:17][C:12]3[NH:9][C:32](=[O:33])[CH2:31][S:30][C:13]=3[N:14]=2)[CH2:23][CH2:22]1. Given the reactants S(S([O-])=O)([O-])=O.[Na+].[Na+].[N+:9]([C:12]1[C:13]([S:30][CH2:31][C:32](OC)=[O:33])=[N:14][C:15]([N:18]2[CH2:23][CH2:22][N:21]([C:24]3[N:29]=[CH:28][CH:27]=[CH:26][N:25]=3)[CH2:20][CH2:19]2)=[N:16][CH:17]=1)([O-])=O.C(N(CC)CC)C, predict the reaction product. (4) Given the reactants [F:1][C:2]([F:13])([F:12])[C:3]1[CH:4]=[C:5]([CH2:9][CH2:10][OH:11])[CH:6]=[CH:7][CH:8]=1.I[CH2:15][C:16]([O:18][CH2:19][CH3:20])=[O:17].C(C1C=CC=C(C(C)(C)C)N=1)(C)(C)C, predict the reaction product. The product is: [CH2:19]([O:18][C:16](=[O:17])[CH2:15][O:11][CH2:10][CH2:9][C:5]1[CH:6]=[CH:7][CH:8]=[C:3]([C:2]([F:12])([F:13])[F:1])[CH:4]=1)[CH3:20]. (5) Given the reactants [F:1][C:2]1[CH:29]=[CH:28][CH:27]=[C:26]([F:30])[C:3]=1[C:4]([NH:6][C:7]1[S:8][C:9]([C:16]2[CH:21]=[CH:20][CH:19]=[C:18]([C:22]([F:25])([F:24])[F:23])[CH:17]=2)=[C:10]([C:12](O)([CH3:14])[CH3:13])[N:11]=1)=[O:5].C(O)(C(F)(F)F)=O, predict the reaction product. The product is: [F:1][C:2]1[CH:29]=[CH:28][CH:27]=[C:26]([F:30])[C:3]=1[C:4]([NH:6][C:7]1[S:8][C:9]([C:16]2[CH:21]=[CH:20][CH:19]=[C:18]([C:22]([F:23])([F:24])[F:25])[CH:17]=2)=[C:10]([C:12]([CH3:14])=[CH2:13])[N:11]=1)=[O:5]. (6) Given the reactants Br[C:2]1[CH:3]=[C:4]2[C:8](=[C:9]([C:11]([NH2:13])=[O:12])[CH:10]=1)[NH:7][CH:6]=[C:5]2[CH:14]1[CH2:19][CH2:18][N:17]([S:20]([CH2:23][CH3:24])(=[O:22])=[O:21])[CH2:16][CH2:15]1.C(=O)([O-])[O-].[Cs+].[Cs+].[C:31]([NH:34][C:35]1[CH:36]=[C:37](B(O)O)[CH:38]=[CH:39][CH:40]=1)(=[O:33])[CH3:32], predict the reaction product. The product is: [C:31]([NH:34][C:35]1[CH:40]=[C:39]([C:2]2[CH:3]=[C:4]3[C:8](=[C:9]([C:11]([NH2:13])=[O:12])[CH:10]=2)[NH:7][CH:6]=[C:5]3[CH:14]2[CH2:15][CH2:16][N:17]([S:20]([CH2:23][CH3:24])(=[O:22])=[O:21])[CH2:18][CH2:19]2)[CH:38]=[CH:37][CH:36]=1)(=[O:33])[CH3:32]. (7) Given the reactants N1C=[CH:5][CH:4]=[CH:3][C:2]=1[C:7]1[S:11][C:10]([C:12]([OH:14])=O)=[CH:9][CH:8]=1.O.O[N:17]1[C:21]2C=CC=CC=2N=N1.C(N(C(C)C)CC)(C)C.Cl.Cl.[N:37]12[CH2:44][CH:41]([CH2:42][CH2:43]1)[NH:40][CH2:39][CH2:38]2, predict the reaction product. The product is: [N:37]12[CH2:44][CH:41]([CH2:42][CH2:43]1)[N:40]([C:12]([C:10]1[S:11][C:7]([C:2]3[CH:21]=[N:17][CH:5]=[CH:4][CH:3]=3)=[CH:8][CH:9]=1)=[O:14])[CH2:39][CH2:38]2.